From a dataset of Peptide-MHC class I binding affinity with 185,985 pairs from IEDB/IMGT. Regression. Given a peptide amino acid sequence and an MHC pseudo amino acid sequence, predict their binding affinity value. This is MHC class I binding data. The MHC is Mamu-B17 with pseudo-sequence Mamu-B17. The peptide sequence is IRFPKTAGW. The binding affinity (normalized) is 0.781.